This data is from Forward reaction prediction with 1.9M reactions from USPTO patents (1976-2016). The task is: Predict the product of the given reaction. (1) Given the reactants C(=O)([O-])[O-].[K+].[K+].[Cl:7][CH2:8][C:9]1([CH3:27])[O:13][N:12]=[C:11]([S:14][CH2:15][C:16]2[C:17]([C:23]([F:26])([F:25])[F:24])=[N:18][N:19]([CH3:22])[C:20]=2[OH:21])[CH2:10]1.[CH:28](I)([CH3:30])[CH3:29].O, predict the reaction product. The product is: [Cl:7][CH2:8][C:9]1([CH3:27])[O:13][N:12]=[C:11]([S:14][CH2:15][C:16]2[C:17]([C:23]([F:26])([F:25])[F:24])=[N:18][N:19]([CH3:22])[C:20]=2[O:21][CH:28]([CH3:30])[CH3:29])[CH2:10]1. (2) Given the reactants [CH:1]1([CH2:4][O:5][C:6]2[N:11]=[C:10]([C:12]([OH:14])=O)[CH:9]=[N:8][C:7]=2[N:15]2[CH2:18][C:17]([F:20])([F:19])[CH2:16]2)[CH2:3][CH2:2]1.[F:21][C:22]1([F:29])[C:26]([F:28])([F:27])[CH2:25][NH:24][CH2:23]1, predict the reaction product. The product is: [CH:1]1([CH2:4][O:5][C:6]2[N:11]=[C:10]([C:12]([N:24]3[CH2:25][C:26]([F:28])([F:27])[C:22]([F:29])([F:21])[CH2:23]3)=[O:14])[CH:9]=[N:8][C:7]=2[N:15]2[CH2:18][C:17]([F:20])([F:19])[CH2:16]2)[CH2:2][CH2:3]1.